Regression. Given a peptide amino acid sequence and an MHC pseudo amino acid sequence, predict their binding affinity value. This is MHC class I binding data. From a dataset of Peptide-MHC class I binding affinity with 185,985 pairs from IEDB/IMGT. (1) The peptide sequence is RIVTLQKVL. The MHC is HLA-A02:01 with pseudo-sequence HLA-A02:01. The binding affinity (normalized) is 0.0251. (2) The peptide sequence is SSEADCFTY. The MHC is HLA-B58:01 with pseudo-sequence HLA-B58:01. The binding affinity (normalized) is 0.0847. (3) The peptide sequence is GDVRPKSSSL. The binding affinity (normalized) is 0.130. The MHC is H-2-Kd with pseudo-sequence H-2-Kd. (4) The peptide sequence is SHYSHNPKL. The MHC is HLA-B07:02 with pseudo-sequence HLA-B07:02. The binding affinity (normalized) is 0.0847. (5) The peptide sequence is DEVEFLGHY. The MHC is HLA-C04:01 with pseudo-sequence HLA-C04:01. The binding affinity (normalized) is 0.213. (6) The peptide sequence is MRVAVGIHQW. The MHC is Mamu-B17 with pseudo-sequence Mamu-B17. The binding affinity (normalized) is 0.609. (7) The peptide sequence is HCSQVFLKM. The MHC is HLA-A26:01 with pseudo-sequence HLA-A26:01. The binding affinity (normalized) is 0.0391.